This data is from Catalyst prediction with 721,799 reactions and 888 catalyst types from USPTO. The task is: Predict which catalyst facilitates the given reaction. Reactant: [C:1]1(=O)[CH2:8][CH2:7][CH2:6][CH2:5][CH2:4][CH2:3][CH2:2]1.[C-]#N.[K+].[C:13](=[O:16])([O-])[O-].[NH4+:17].[NH4+:18].[CH2:19]([OH:21])C. Product: [NH:17]1[C:1]2([CH2:8][CH2:7][CH2:6][CH2:5][CH2:4][CH2:3][CH2:2]2)[C:19](=[O:21])[NH:18][C:13]1=[O:16]. The catalyst class is: 6.